From a dataset of Catalyst prediction with 721,799 reactions and 888 catalyst types from USPTO. Predict which catalyst facilitates the given reaction. (1) Reactant: [Cl:1][C:2]1[CH:3]=[C:4]2[C:13](=[CH:14][CH:15]=1)[C:12]([NH:16][CH2:17][CH2:18][CH2:19][NH2:20])=[C:11]1[C:6]([CH2:7][CH2:8][CH2:9][CH2:10]1)=[N:5]2.[NH:21]1[C:30]2[CH2:29][CH2:28][C:27](=O)[CH2:26][C:25]=2[CH:24]=[CH:23][C:22]1=[O:32].C(O[BH-](OC(=O)C)OC(=O)C)(=O)C.[Na+].C(=O)(O)[O-].[Na+]. Product: [Cl:1][C:2]1[CH:3]=[C:4]2[C:13](=[CH:14][CH:15]=1)[C:12]([NH:16][CH2:17][CH2:18][CH2:19][NH:20][CH:27]1[CH2:28][CH2:29][C:30]3[NH:21][C:22](=[O:32])[CH:23]=[CH:24][C:25]=3[CH2:26]1)=[C:11]1[C:6]([CH2:7][CH2:8][CH2:9][CH2:10]1)=[N:5]2. The catalyst class is: 322. (2) Reactant: [NH2:1][CH2:2][C:3]1[N:4]([CH2:22][CH:23]([CH3:25])[CH3:24])[C:5](=[O:21])[C:6]2[C:11]([C:12]=1[C:13]1[CH:18]=[CH:17][CH:16]=[CH:15][CH:14]=1)=[CH:10][C:9]([C:19]#[N:20])=[CH:8][CH:7]=2.CS(C)=[O:28]. Product: [NH2:1][CH2:2][C:3]1[N:4]([CH2:22][CH:23]([CH3:25])[CH3:24])[C:5](=[O:21])[C:6]2[C:11]([C:12]=1[C:13]1[CH:18]=[CH:17][CH:16]=[CH:15][CH:14]=1)=[CH:10][C:9]([C:19]([NH2:20])=[O:28])=[CH:8][CH:7]=2. The catalyst class is: 6. (3) Reactant: Br[CH2:2][C:3]1[CH:8]=[CH:7][C:6]([C:9]2[CH:13]=[C:12]([C:14]([NH2:16])=[O:15])[O:11][N:10]=2)=[CH:5][CH:4]=1.[Cl:17][C:18]1[CH:23]=[CH:22][CH:21]=[CH:20][C:19]=1[OH:24].C([O-])([O-])=O.[K+].[K+]. Product: [Cl:17][C:18]1[CH:23]=[CH:22][CH:21]=[CH:20][C:19]=1[O:24][CH2:2][C:3]1[CH:8]=[CH:7][C:6]([C:9]2[CH:13]=[C:12]([C:14]([NH2:16])=[O:15])[O:11][N:10]=2)=[CH:5][CH:4]=1. The catalyst class is: 23. (4) Reactant: [Br:1][C:2]1[CH:3]=[C:4]2[C:8](=[CH:9][CH:10]=1)[NH:7][N:6]=[C:5]2[I:11].CCN(CC)CC.[CH3:19][C:20]([O:23][C:24](O[C:24]([O:23][C:20]([CH3:22])([CH3:21])[CH3:19])=[O:25])=[O:25])([CH3:22])[CH3:21]. Product: [Br:1][C:2]1[CH:3]=[C:4]2[C:8](=[CH:9][CH:10]=1)[N:7]([C:24]([O:23][C:20]([CH3:22])([CH3:21])[CH3:19])=[O:25])[N:6]=[C:5]2[I:11]. The catalyst class is: 2. (5) Reactant: C(OC(=O)[NH:7][C:8]1[CH:13]=[C:12]([N:14]2[CH2:19][CH2:18][O:17][CH2:16][CH2:15]2)[C:11]([C:20]#[N:21])=[CH:10][C:9]=1[NH:22][C:23](=[O:39])[CH2:24][C:25]([C:27]1[CH:32]=[CH:31][CH:30]=[C:29]([C:33]2[O:37][N:36]=[C:35]([CH3:38])[CH:34]=2)[CH:28]=1)=O)(C)(C)C.C(O)(C(F)(F)F)=O. Product: [CH3:38][C:35]1[CH:34]=[C:33]([C:29]2[CH:28]=[C:27]([C:25]3[CH2:24][C:23](=[O:39])[NH:22][C:9]4[CH:10]=[C:11]([C:20]#[N:21])[C:12]([N:14]5[CH2:19][CH2:18][O:17][CH2:16][CH2:15]5)=[CH:13][C:8]=4[N:7]=3)[CH:32]=[CH:31][CH:30]=2)[O:37][N:36]=1. The catalyst class is: 2. (6) Reactant: [CH2:1]([O:4][C:5]([CH:7]1[C:12](=[O:13])[CH:11]=[CH:10][S:9][CH2:8]1)=[O:6])[CH:2]=[CH2:3].[Br:14][C:15]1[CH:20]=[CH:19][C:18]([CH2:21]Br)=[CH:17][CH:16]=1.C([O-])([O-])=O.[K+].[K+]. Product: [CH2:1]([O:4][C:5]([C:7]1([CH2:21][C:18]2[CH:19]=[CH:20][C:15]([Br:14])=[CH:16][CH:17]=2)[C:12](=[O:13])[CH:11]=[CH:10][S:9][CH2:8]1)=[O:6])[CH:2]=[CH2:3]. The catalyst class is: 573. (7) Reactant: [CH:1]([O:8][CH2:9][CH3:10])([O:5]CC)OCC.C(OC(=O)C)(=O)C.C([O:20][C:21](=O)[CH:22]([CH3:31])[C:23](=[O:30])[CH2:24][C:25](OCC)=O)C.[CH3:33][NH2:34]. Product: [CH2:9]([O:8][C:1]([C:24]1[C:23]([OH:30])=[C:22]([CH3:31])[C:21](=[O:20])[N:34]([CH3:33])[CH:25]=1)=[O:5])[CH3:10]. The catalyst class is: 280.